Dataset: Full USPTO retrosynthesis dataset with 1.9M reactions from patents (1976-2016). Task: Predict the reactants needed to synthesize the given product. (1) The reactants are: [Cl:1][C:2]1[CH:3]=[C:4]([CH:9]=[CH:10][C:11]=1[OH:12])[C:5]([O:7][CH3:8])=[O:6].C(=O)([O-])[O-].[Cs+].[Cs+].Br[CH2:20][C:21]1[CH:26]=[CH:25][C:24]([F:27])=[C:23]([F:28])[CH:22]=1.[OH-].[Na+]. Given the product [CH3:8][O:7][C:5](=[O:6])[C:4]1[CH:9]=[CH:10][C:11]([O:12][CH2:20][C:21]2[CH:26]=[CH:25][C:24]([F:27])=[C:23]([F:28])[CH:22]=2)=[C:2]([Cl:1])[CH:3]=1, predict the reactants needed to synthesize it. (2) Given the product [CH2:1]([O:8][C@H:9]1[CH2:13][NH:12][C@@H:11]([C@@H:21]([OH:54])[C@@H:22]([NH:30][C:31](=[O:53])[C:32]2[CH:37]=[C:36]([C:38]([N:40]3[CH2:44][CH2:43][CH2:42][C@@H:41]3[C:45]3[S:46][CH:47]=[C:48]([CH3:50])[N:49]=3)=[O:39])[CH:35]=[C:34]([CH2:51][F:52])[CH:33]=2)[CH2:23][C:24]2[CH:29]=[CH:28][CH:27]=[CH:26][CH:25]=2)[CH2:10]1)[C:2]1[CH:3]=[CH:4][CH:5]=[CH:6][CH:7]=1, predict the reactants needed to synthesize it. The reactants are: [CH2:1]([O:8][C@H:9]1[CH2:13][N:12](C(OC(C)(C)C)=O)[C@@H:11]([C@@H:21]([OH:54])[C@@H:22]([NH:30][C:31](=[O:53])[C:32]2[CH:37]=[C:36]([C:38]([N:40]3[CH2:44][CH2:43][CH2:42][C@@H:41]3[C:45]3[S:46][CH:47]=[C:48]([CH3:50])[N:49]=3)=[O:39])[CH:35]=[C:34]([CH2:51][F:52])[CH:33]=2)[CH2:23][C:24]2[CH:29]=[CH:28][CH:27]=[CH:26][CH:25]=2)[CH2:10]1)[C:2]1[CH:7]=[CH:6][CH:5]=[CH:4][CH:3]=1.CO.C(=O)(O)[O-].[Na+].